Task: Predict the reaction yield, written as a fraction of the theoretical maximum amount of product (1.0 means a 100% yield; for example, 0.34 means a 34% yield).. Dataset: Reaction yield outcomes from USPTO patents with 853,638 reactions The reactants are [O:1]=[C:2]1[CH2:10][C:9]2[C:4](=[CH:5][CH:6]=[C:7]([C:11]([C:13]3[CH:14]=[C:15]([NH:19][C:20](=[O:22])[CH3:21])[CH:16]=[CH:17][CH:18]=3)=[O:12])[CH:8]=2)[NH:3]1.[CH:23](OCC)=[O:24].[O-]CC.[Na+].Cl. The catalyst is C(O)C. The product is [OH:24][CH:23]=[C:10]1[C:9]2[C:4](=[CH:5][CH:6]=[C:7]([C:11]([C:13]3[CH:14]=[C:15]([NH:19][C:20](=[O:22])[CH3:21])[CH:16]=[CH:17][CH:18]=3)=[O:12])[CH:8]=2)[NH:3][C:2]1=[O:1]. The yield is 0.840.